This data is from Forward reaction prediction with 1.9M reactions from USPTO patents (1976-2016). The task is: Predict the product of the given reaction. (1) The product is: [Br:15][CH2:1][C:2]1[CH:7]=[CH:6][C:5]([N+:8]([O-:10])=[O:9])=[CH:4][C:3]=1[C:11]([F:12])([F:13])[F:14]. Given the reactants [CH3:1][C:2]1[CH:7]=[CH:6][C:5]([N+:8]([O-:10])=[O:9])=[CH:4][C:3]=1[C:11]([F:14])([F:13])[F:12].[Br:15]N1C(=O)CCC1=O.N(C(C)(C)C#N)=NC(C)(C)C#N, predict the reaction product. (2) Given the reactants [Cl:1][C:2]1[C:20]([Cl:21])=[CH:19][C:5]2[NH:6][C:7]([CH2:9][N:10]([CH3:18])[C:11](=[O:17])[O:12][C:13]([CH3:16])([CH3:15])[CH3:14])=[N:8][C:4]=2[CH:3]=1.CN(C=O)C.Br[CH2:28][C:29]([O:31][CH2:32][CH3:33])=[O:30].C([O-])([O-])=O.[K+].[K+], predict the reaction product. The product is: [C:13]([O:12][C:11]([N:10]([CH2:9][C:7]1[N:6]([CH2:28][C:29]([O:31][CH2:32][CH3:33])=[O:30])[C:5]2[CH:19]=[C:20]([Cl:21])[C:2]([Cl:1])=[CH:3][C:4]=2[N:8]=1)[CH3:18])=[O:17])([CH3:16])([CH3:14])[CH3:15]. (3) The product is: [C:35]([N:21]1[CH2:22][CH2:23][CH2:24][C@H:19]([NH:18][C:16]2[S:17][C:13]3[CH:12]=[C:11]([O:10][C:8]4[CH:7]=[CH:6][N:5]=[C:4]([C:3]([NH:2][CH3:1])=[O:27])[CH:9]=4)[CH:26]=[CH:25][C:14]=3[N:15]=2)[CH2:20]1)(=[O:37])[CH3:36]. Given the reactants [CH3:1][NH:2][C:3](=[O:27])[C:4]1[CH:9]=[C:8]([O:10][C:11]2[CH:26]=[CH:25][C:14]3[N:15]=[C:16]([NH:18][C@H:19]4[CH2:24][CH2:23][CH2:22][NH:21][CH2:20]4)[S:17][C:13]=3[CH:12]=2)[CH:7]=[CH:6][N:5]=1.C(N(CC)CC)C.[C:35](OC(=O)C)(=[O:37])[CH3:36], predict the reaction product. (4) Given the reactants [CH3:1][O:2][C:3]1[C:12]([O:13][CH3:14])=[C:11]([O:15][CH3:16])[CH:10]=[C:9]2[C:4]=1[C:5](=[O:26])[CH:6]=[C:7]([C:17]1[CH:22]=[CH:21][C:20]([N+:23]([O-])=O)=[CH:19][CH:18]=1)[O:8]2, predict the reaction product. The product is: [NH2:23][C:20]1[CH:19]=[CH:18][C:17]([C:7]2[O:8][C:9]3[C:4]([C:5](=[O:26])[CH:6]=2)=[C:3]([O:2][CH3:1])[C:12]([O:13][CH3:14])=[C:11]([O:15][CH3:16])[CH:10]=3)=[CH:22][CH:21]=1. (5) Given the reactants [C:1]1([C:7]2[CH:11]=[N:10]N[C:8]=2N)[CH:6]=[CH:5][CH:4]=[CH:3][CH:2]=1.C1(CC#N)C=CC=CC=1.C([O:24]C(OCC)OCC)C, predict the reaction product. The product is: [O:24]=[CH:8][CH:7]([C:1]1[CH:6]=[CH:5][CH:4]=[CH:3][CH:2]=1)[C:11]#[N:10]. (6) The product is: [CH2:7]([N:14]1[CH2:29][CH2:28][N:17]2[C:18]3[CH:27]=[CH:26][CH:25]=[CH:24][C:19]=3[NH:20][CH2:21][CH2:22][CH:16]2[CH2:15]1)[C:8]1[CH:13]=[CH:12][CH:11]=[CH:10][CH:9]=1. Given the reactants [H-].[H-].[H-].[H-].[Li+].[Al+3].[CH2:7]([N:14]1[CH2:29][CH2:28][N:17]2[C:18]3[CH:27]=[CH:26][CH:25]=[CH:24][C:19]=3[NH:20][C:21](=O)[CH2:22][CH:16]2[CH2:15]1)[C:8]1[CH:13]=[CH:12][CH:11]=[CH:10][CH:9]=1, predict the reaction product. (7) Given the reactants [C:1]([O:5][C:6]([NH:8][C@H:9]([CH2:32][C:33]1[CH:38]=[C:37]([F:39])[CH:36]=[CH:35][C:34]=1[F:40])[CH2:10][C:11]([N:13]1[CH2:22][C:21]2[N:20]=[C:19]([C:23]([F:26])([F:25])[F:24])[C:18]([C:27]([O:29]CC)=[O:28])=[CH:17][C:16]=2[CH2:15][CH2:14]1)=[O:12])=[O:7])([CH3:4])([CH3:3])[CH3:2].O.[OH-].[Li+], predict the reaction product. The product is: [C:1]([O:5][C:6]([NH:8][C@H:9]([CH2:32][C:33]1[CH:38]=[C:37]([F:39])[CH:36]=[CH:35][C:34]=1[F:40])[CH2:10][C:11]([N:13]1[CH2:22][C:21]2[N:20]=[C:19]([C:23]([F:26])([F:25])[F:24])[C:18]([C:27]([OH:29])=[O:28])=[CH:17][C:16]=2[CH2:15][CH2:14]1)=[O:12])=[O:7])([CH3:4])([CH3:2])[CH3:3]. (8) Given the reactants [F:1][C:2]([F:35])([F:34])[C:3]1[CH:4]=[C:5]([C:13]([N:15]2[C:24]3[C:19](=[CH:20][CH:21]=[CH:22][CH:23]=3)[C@H:18]([NH:25][C:26]3[CH:31]=[CH:30][C:29]([Cl:32])=[CH:28][CH:27]=3)[CH2:17][C@@H:16]2[CH3:33])=[O:14])[CH:6]=[C:7]([C:9]([F:12])([F:11])[F:10])[CH:8]=1.C(N(CC)CC)C.C(Cl)Cl.[C:46](Cl)(=[O:48])[CH3:47], predict the reaction product. The product is: [F:12][C:9]([F:10])([F:11])[C:7]1[CH:6]=[C:5]([CH:4]=[C:3]([C:2]([F:1])([F:34])[F:35])[CH:8]=1)[C:13]([N:15]1[C:24]2[C:19](=[CH:20][CH:21]=[CH:22][CH:23]=2)[C@H:18]([N:25]([C:26]2[CH:27]=[CH:28][C:29]([Cl:32])=[CH:30][CH:31]=2)[C:46](=[O:48])[CH3:47])[CH2:17][C@@H:16]1[CH3:33])=[O:14].